From a dataset of Reaction yield outcomes from USPTO patents with 853,638 reactions. Predict the reaction yield, written as a fraction of the theoretical maximum amount of product (1.0 means a 100% yield; for example, 0.34 means a 34% yield). (1) The reactants are [Br:1][C:2]1[C:7]([CH3:8])=[CH:6][C:5]([O:9][CH:10]2[CH2:15][CH2:14][CH2:13][CH2:12][O:11]2)=[CH:4][C:3]=1[CH2:16][OH:17].[O:18]1[CH:23]=[CH:22][CH2:21][CH2:20][CH2:19]1. The catalyst is C(Cl)Cl.C12(CS(O)(=O)=O)C(C)(C)C(CC1)CC2=O. The product is [Br:1][C:2]1[C:3]([CH2:16][O:17][CH:19]2[CH2:20][CH2:21][CH2:22][CH2:23][O:18]2)=[CH:4][C:5]([O:9][CH:10]2[CH2:15][CH2:14][CH2:13][CH2:12][O:11]2)=[CH:6][C:7]=1[CH3:8]. The yield is 0.900. (2) The reactants are CO[C:3]1[CH:4]=[C:5]([C:9]2[S:13][C:12]([C:14]3[CH:19]=[CH:18][C:17]([O:20]C)=[CH:16][CH:15]=3)=[N:11][CH:10]=2)[CH:6]=[CH:7][CH:8]=1.CCCCCC.C(OCC)(=[O:30])C. No catalyst specified. The product is [S:13]1[C:9]([C:5]2[CH:6]=[CH:7][C:8]([OH:30])=[CH:3][CH:4]=2)=[CH:10][N:11]=[C:12]1[C:14]1[CH:19]=[CH:18][C:17]([OH:20])=[CH:16][CH:15]=1. The yield is 0.850. (3) The catalyst is [Br-].C([N+](CCCC)(CCCC)CCCC)CCC.ClCCl. The product is [NH3:3].[Cl:23][C:7]1[C:8]([NH:12][C:13](=[O:22])[CH2:14][CH2:15][CH:16]2[CH2:21][CH2:20][CH2:19][CH2:18][CH2:17]2)=[C:9]2[C:4](=[CH:5][CH:6]=1)[N:3]=[C:2]([N:24]1[CH2:29][CH2:28][NH:27][CH2:26][CH2:25]1)[CH:11]=[CH:10]2. The yield is 0.100. The reactants are Cl[C:2]1[CH:11]=[CH:10][C:9]2[C:4](=[CH:5][CH:6]=[C:7]([Cl:23])[C:8]=2[NH:12][C:13](=[O:22])[CH2:14][CH2:15][CH:16]2[CH2:21][CH2:20][CH2:19][CH2:18][CH2:17]2)[N:3]=1.[N:24]1(C(OC(C)(C)C)=O)[CH2:29][CH2:28][NH:27][CH2:26][CH2:25]1.C(N(CC)CC)C.FC(F)(F)C(O)=O. (4) The reactants are [CH3:1][O:2][C:3]1[CH:4]=[C:5](Br)[CH:6]=[C:7]([O:10][CH3:11])[C:8]=1[Cl:9].[O:13]1[CH:17]=[CH:16][CH:15]=[C:14]1B(O)O.C([O-])([O-])=O.[Na+].[Na+]. The catalyst is C1C=CC([P]([Pd]([P](C2C=CC=CC=2)(C2C=CC=CC=2)C2C=CC=CC=2)([P](C2C=CC=CC=2)(C2C=CC=CC=2)C2C=CC=CC=2)[P](C2C=CC=CC=2)(C2C=CC=CC=2)C2C=CC=CC=2)(C2C=CC=CC=2)C2C=CC=CC=2)=CC=1.O1CCCC1. The product is [Cl:9][C:8]1[C:3]([O:2][CH3:1])=[CH:4][C:5]([C:14]2[O:13][CH:17]=[CH:16][CH:15]=2)=[CH:6][C:7]=1[O:10][CH3:11]. The yield is 0.670.